This data is from Forward reaction prediction with 1.9M reactions from USPTO patents (1976-2016). The task is: Predict the product of the given reaction. Given the reactants [CH2:1]([CH:3]1[NH:16][CH:15]=[C:14]([C:17]([O:19][CH2:20][CH3:21])=[O:18])[C:6]2[NH:7][C:8]3[CH:9]=[CH:10][CH:11]=[CH:12][C:13]=3[C:5]=2[CH2:4]1)[CH3:2].[C:22](Cl)(=[O:32])[C:23]1[CH:31]=[CH:30][C:29]2[O:28][CH2:27][O:26][C:25]=2[CH:24]=1, predict the reaction product. The product is: [CH2:1]([CH:3]1[N:16]([C:22](=[O:32])[C:23]2[CH:31]=[CH:30][C:29]3[O:28][CH2:27][O:26][C:25]=3[CH:24]=2)[CH:15]=[C:14]([C:17]([O:19][CH2:20][CH3:21])=[O:18])[C:6]2[NH:7][C:8]3[CH:9]=[CH:10][CH:11]=[CH:12][C:13]=3[C:5]=2[CH2:4]1)[CH3:2].